Dataset: Forward reaction prediction with 1.9M reactions from USPTO patents (1976-2016). Task: Predict the product of the given reaction. (1) The product is: [CH2:35]([C:33]1[CH:32]=[CH:31][C:10]([O:11][C:12]2[CH:17]=[CH:16][C:15]([S:18]([NH:21][CH2:22][CH2:23][CH2:24][N:25]3[CH:29]=[CH:28][N:27]=[CH:26]3)(=[O:20])=[O:19])=[CH:14][C:13]=2[F:30])=[C:9]([OH:8])[CH:34]=1)[CH3:36]. Given the reactants C([O:8][C:9]1[CH:34]=[C:33]([CH2:35][CH3:36])[CH:32]=[CH:31][C:10]=1[O:11][C:12]1[CH:17]=[CH:16][C:15]([S:18]([NH:21][CH2:22][CH2:23][CH2:24][N:25]2[CH:29]=[CH:28][N:27]=[CH:26]2)(=[O:20])=[O:19])=[CH:14][C:13]=1[F:30])C1C=CC=CC=1.O1CCCC1, predict the reaction product. (2) Given the reactants [CH3:1][C:2]1[CH:7]=[C:6]([CH3:8])[N:5]2[N:9]=[C:10]([C:12](OC)=[O:13])[N:11]=[C:4]2[N:3]=1.[BH4-].[Na+].O, predict the reaction product. The product is: [CH3:1][C:2]1[CH:7]=[C:6]([CH3:8])[N:5]2[N:9]=[C:10]([CH2:12][OH:13])[N:11]=[C:4]2[N:3]=1. (3) The product is: [Cl:23][C:1]([C:4]1[CH:5]=[C:6]2[C:11](=[CH:12][CH:13]=1)[C:9](=[O:10])[O:8][CH2:7]2)=[O:2]. Given the reactants [C:1]([C:4]1[CH:5]=[C:6]2[C:11](=[CH:12][CH:13]=1)[C:9](=[O:10])[O:8][CH2:7]2)(O)=[O:2].C1(C)C=CC=CC=1.S(Cl)([Cl:23])=O.CN(C)C=O, predict the reaction product. (4) Given the reactants [F:1][C:2]1[CH:7]=[CH:6][CH:5]=[C:4]([O:8][CH3:9])[C:3]=1[C:10]1[CH:15]=[CH:14][N:13]=[CH:12][C:11]=1[NH:16][CH3:17].[CH3:18][S:19]([C:22]1[CH:23]=[C:24]([CH:28]=[C:29]([C:31]([F:34])([F:33])[F:32])[CH:30]=1)[C:25]([OH:27])=O)(=[O:21])=[O:20], predict the reaction product. The product is: [F:1][C:2]1[CH:7]=[CH:6][CH:5]=[C:4]([O:8][CH3:9])[C:3]=1[C:10]1[CH:15]=[CH:14][N:13]=[CH:12][C:11]=1[N:16]([CH3:17])[C:25](=[O:27])[C:24]1[CH:28]=[C:29]([C:31]([F:34])([F:33])[F:32])[CH:30]=[C:22]([S:19]([CH3:18])(=[O:20])=[O:21])[CH:23]=1. (5) The product is: [N:2]1([C:23]([C:15]2[N:16]=[C:17]3[CH:22]=[CH:21][CH:20]=[N:19][N:18]3[C:14]=2[Br:13])=[O:24])[CH2:5][CH2:4][CH2:3]1. Given the reactants Cl.[NH:2]1[CH2:5][CH2:4][CH2:3]1.C(N(CC)CC)C.[Br:13][C:14]1[N:18]2[N:19]=[CH:20][CH:21]=[CH:22][C:17]2=[N:16][C:15]=1[C:23](OCC)=[O:24].[Cl-].[Ca+2].[Cl-], predict the reaction product. (6) Given the reactants [CH2:1]([O:5][P:6]([C:13]1[CH:17]=[C:16]([Sn:18]([CH2:27][CH2:28][CH2:29][CH3:30])([CH2:23][CH2:24][CH2:25][CH3:26])[CH2:19][CH2:20][CH2:21][CH3:22])[S:15][C:14]=1[Sn](CCCC)(CCCC)CCCC)(OCCCC)=[O:7])[CH2:2][CH2:3][CH3:4].C([Li])CCC.P([O-])([O-])(O)=O.[Na+].[Na+].P([O-])(O)(O)=O.[Na+], predict the reaction product. The product is: [CH2:1]([O:5][P:6](=[C:13]1[CH:17]=[C:16]([Sn:18]([CH2:27][CH2:28][CH2:29][CH3:30])([CH2:23][CH2:24][CH2:25][CH3:26])[CH2:19][CH2:20][CH2:21][CH3:22])[S:15][CH2:14]1)=[O:7])[CH2:2][CH2:3][CH3:4]. (7) The product is: [CH3:12][N:13]1[CH2:18][CH2:17][N:16]([CH2:7][C:6]2[CH:5]=[C:4]([N+:1]([O-:3])=[O:2])[CH:11]=[CH:10][CH:9]=2)[CH2:15][CH2:14]1. Given the reactants [N+:1]([C:4]1[CH:5]=[C:6]([CH:9]=[CH:10][CH:11]=1)[CH2:7]Cl)([O-:3])=[O:2].[CH3:12][N:13]1[CH2:18][CH2:17][NH:16][CH2:15][CH2:14]1, predict the reaction product.